Task: Predict the reactants needed to synthesize the given product.. Dataset: Full USPTO retrosynthesis dataset with 1.9M reactions from patents (1976-2016) (1) Given the product [O:26]=[C:13]1[C:21]2[CH:20]3[CH2:22][CH2:23][CH2:24][CH2:25][CH:19]3[O:18][C:17]=2[CH2:16][CH2:15][CH:14]1[C:27]([O:28][CH3:29])=[O:30], predict the reactants needed to synthesize it. The reactants are: C(NC(C)C)(C)C.C([Li])CCC.[C:13]1(=[O:26])[C:21]2[CH:20]3[CH2:22][CH2:23][CH2:24][CH2:25][CH:19]3[O:18][C:17]=2[CH2:16][CH2:15][CH2:14]1.[C:27](=O)([O:30]C)[O:28][CH3:29]. (2) Given the product [CH3:3][O:16][C:15](=[O:17])[C:14]1[CH:18]=[C:10]([I:9])[CH:11]=[CH:12][C:13]=1[O:19][CH3:20], predict the reactants needed to synthesize it. The reactants are: CI.[C:3]([O-])([O-])=O.[K+].[K+].[I:9][C:10]1[CH:11]=[CH:12][C:13]([O:19][CH3:20])=[C:14]([CH:18]=1)[C:15]([O-:17])=[O:16].C(OCC)(=O)C.